From a dataset of Full USPTO retrosynthesis dataset with 1.9M reactions from patents (1976-2016). Predict the reactants needed to synthesize the given product. (1) Given the product [Br:1][C:2]1[C:3]([F:12])=[C:4]([NH:32][C:36](=[O:20])[O:43][C:39]([CH3:42])([CH3:41])[CH3:40])[CH:8]=[C:9]([Cl:11])[CH:10]=1, predict the reactants needed to synthesize it. The reactants are: [Br:1][C:2]1[C:3]([F:12])=[C:4]([CH:8]=[C:9]([Cl:11])[CH:10]=1)C(O)=O.C1(P(N=[N+]=[N-])(C2C=CC=CC=2)=[O:20])C=CC=CC=1.CC[N:32]([CH:36](C)C)C(C)C.[C:39]([OH:43])([CH3:42])([CH3:41])[CH3:40].C1(C)C=CC=CC=1. (2) Given the product [CH3:26][O:25][C:23](=[O:24])[C:22]1[CH:27]=[CH:28][C:19]([O:16][CH2:15][C:14]2[C:10]([C:6]3[CH:7]=[CH:8][C:9]([Cl:29])=[CH:4][CH:5]=3)=[N:11][O:12][C:13]=2[CH3:17])=[N:20][CH:21]=1, predict the reactants needed to synthesize it. The reactants are: [H-].[Na+].F[C:4]1[CH:5]=[C:6]([C:10]2[C:14]([CH2:15][OH:16])=[C:13]([CH3:17])[O:12][N:11]=2)[CH:7]=[CH:8][CH:9]=1.Cl[C:19]1[CH:28]=[CH:27][C:22]([C:23]([O:25][CH3:26])=[O:24])=[CH:21][N:20]=1.[Cl-:29].[Na+]. (3) The reactants are: [Br:1][C:2]1[CH:3]=[CH:4][C:5]2[C:6]3[CH2:14][N:13]([C:15]([O:17][C:18]([CH3:21])([CH3:20])[CH3:19])=[O:16])[CH2:12][CH2:11][C:7]=3[NH:8][C:9]=2[CH:10]=1.[H-].[Na+].[CH3:24][CH:25]([Si:27](Cl)([CH:31]([CH3:33])[CH3:32])[CH:28]([CH3:30])[CH3:29])[CH3:26].O. Given the product [Br:1][C:2]1[CH:3]=[CH:4][C:5]2[C:6]3[CH2:14][N:13]([C:15]([O:17][C:18]([CH3:21])([CH3:20])[CH3:19])=[O:16])[CH2:12][CH2:11][C:7]=3[N:8]([Si:27]([CH:31]([CH3:33])[CH3:32])([CH:28]([CH3:30])[CH3:29])[CH:25]([CH3:26])[CH3:24])[C:9]=2[CH:10]=1, predict the reactants needed to synthesize it. (4) The reactants are: [F:1][C:2]1[CH:10]=[CH:9][C:5]([C:6]([OH:8])=O)=[CH:4][CH:3]=1.CN(C(ON1N=NC2C=CC=NC1=2)=[N+](C)C)C.F[P-](F)(F)(F)(F)F.C(N(C(C)C)C(C)C)C.[CH3:44][O:45][C:46]1[C:51]2[N:52]=[C:53]([NH2:55])[S:54][C:50]=2[C:49]([N:56]([CH2:58][CH2:59][O:60][CH3:61])[CH3:57])=[CH:48][CH:47]=1.Cl. Given the product [F:1][C:2]1[CH:3]=[CH:4][C:5]([C:6]([NH:55][C:53]2[S:54][C:50]3[C:49]([N:56]([CH2:58][CH2:59][O:60][CH3:61])[CH3:57])=[CH:48][CH:47]=[C:46]([O:45][CH3:44])[C:51]=3[N:52]=2)=[O:8])=[CH:9][CH:10]=1, predict the reactants needed to synthesize it. (5) Given the product [CH3:12][C:4]1[CH:3]=[C:2]([NH:16][CH2:15][CH2:13][OH:14])[C:11]2[C:6](=[CH:7][CH:8]=[CH:9][CH:10]=2)[N:5]=1, predict the reactants needed to synthesize it. The reactants are: Cl[C:2]1[C:11]2[C:6](=[CH:7][CH:8]=[CH:9][CH:10]=2)[N:5]=[C:4]([CH3:12])[CH:3]=1.[CH2:13]([CH2:15][NH2:16])[OH:14]. (6) Given the product [C:18]([C:14]1[CH:13]=[CH:12][C:11]2[CH2:5][CH2:6][N:7]([CH:16]=[O:17])[CH2:8][CH2:9][C:10]=2[CH:15]=1)(=[O:20])[CH3:19], predict the reactants needed to synthesize it. The reactants are: [Cl-].[Al+3].[Cl-].[Cl-].[CH2:5]1[C:11]2[CH:12]=[CH:13][CH:14]=[CH:15][C:10]=2[CH2:9][CH2:8][N:7]([CH:16]=[O:17])[CH2:6]1.[C:18](Cl)(=[O:20])[CH3:19]. (7) Given the product [C:7]([C:9]1[CH:10]=[C:11]([C:16]2[CH:17]=[C:18]([CH:23]=[CH:24][N:25]=2)[C:19]([O:21][CH3:22])=[O:20])[CH:12]=[CH:13][C:14]=1[O:6][CH2:5][CH2:4][CH2:3][S:2][CH3:1])#[N:8], predict the reactants needed to synthesize it. The reactants are: [CH3:1][S:2][CH2:3][CH2:4][CH2:5][OH:6].[C:7]([C:9]1[CH:10]=[C:11]([C:16]2[CH:17]=[C:18]([CH:23]=[CH:24][N:25]=2)[C:19]([O:21][CH3:22])=[O:20])[CH:12]=[CH:13][C:14]=1O)#[N:8].C(P(CCCC)CCCC)CCC.N(C(N1CCCCC1)=O)=NC(N1CCCCC1)=O.